Dataset: NCI-60 drug combinations with 297,098 pairs across 59 cell lines. Task: Regression. Given two drug SMILES strings and cell line genomic features, predict the synergy score measuring deviation from expected non-interaction effect. (1) Drug 1: CC1C(C(CC(O1)OC2CC(CC3=C2C(=C4C(=C3O)C(=O)C5=C(C4=O)C(=CC=C5)OC)O)(C(=O)C)O)N)O.Cl. Drug 2: C1=CN(C(=O)N=C1N)C2C(C(C(O2)CO)O)O.Cl. Cell line: ACHN. Synergy scores: CSS=61.3, Synergy_ZIP=1.95, Synergy_Bliss=2.88, Synergy_Loewe=0.106, Synergy_HSA=5.53. (2) Drug 1: CC1=C2C(C(=O)C3(C(CC4C(C3C(C(C2(C)C)(CC1OC(=O)C(C(C5=CC=CC=C5)NC(=O)OC(C)(C)C)O)O)OC(=O)C6=CC=CC=C6)(CO4)OC(=O)C)OC)C)OC. Drug 2: CCCCCOC(=O)NC1=NC(=O)N(C=C1F)C2C(C(C(O2)C)O)O. Cell line: HCT-15. Synergy scores: CSS=64.5, Synergy_ZIP=3.48, Synergy_Bliss=2.99, Synergy_Loewe=-59.2, Synergy_HSA=4.60. (3) Drug 1: C1=NC2=C(N=C(N=C2N1C3C(C(C(O3)CO)O)F)Cl)N. Drug 2: COC1=C2C(=CC3=C1OC=C3)C=CC(=O)O2. Cell line: A549. Synergy scores: CSS=9.05, Synergy_ZIP=1.65, Synergy_Bliss=6.65, Synergy_Loewe=1.48, Synergy_HSA=5.41. (4) Drug 1: CC1C(C(CC(O1)OC2CC(CC3=C2C(=C4C(=C3O)C(=O)C5=C(C4=O)C(=CC=C5)OC)O)(C(=O)CO)O)N)O. Drug 2: CN1C=C(C=N1)C2=C3N=C(C(=C(N3N=C2)N)Br)C4CCCNC4. Cell line: HCT116. Synergy scores: CSS=52.7, Synergy_ZIP=-0.334, Synergy_Bliss=-2.91, Synergy_Loewe=-6.35, Synergy_HSA=-0.736. (5) Drug 1: CN1CCC(CC1)COC2=C(C=C3C(=C2)N=CN=C3NC4=C(C=C(C=C4)Br)F)OC. Drug 2: CS(=O)(=O)CCNCC1=CC=C(O1)C2=CC3=C(C=C2)N=CN=C3NC4=CC(=C(C=C4)OCC5=CC(=CC=C5)F)Cl. Cell line: MDA-MB-435. Synergy scores: CSS=-7.98, Synergy_ZIP=3.56, Synergy_Bliss=2.05, Synergy_Loewe=-5.78, Synergy_HSA=-3.73. (6) Drug 1: C1=C(C(=O)NC(=O)N1)N(CCCl)CCCl. Drug 2: CC1C(C(CC(O1)OC2CC(CC3=C2C(=C4C(=C3O)C(=O)C5=C(C4=O)C(=CC=C5)OC)O)(C(=O)CO)O)N)O.Cl. Cell line: NCI-H460. Synergy scores: CSS=60.4, Synergy_ZIP=-0.346, Synergy_Bliss=-0.792, Synergy_Loewe=3.07, Synergy_HSA=6.23. (7) Drug 1: CC1=C2C(C(=O)C3(C(CC4C(C3C(C(C2(C)C)(CC1OC(=O)C(C(C5=CC=CC=C5)NC(=O)C6=CC=CC=C6)O)O)OC(=O)C7=CC=CC=C7)(CO4)OC(=O)C)O)C)OC(=O)C. Drug 2: CC1C(C(CC(O1)OC2CC(CC3=C2C(=C4C(=C3O)C(=O)C5=C(C4=O)C(=CC=C5)OC)O)(C(=O)CO)O)N)O.Cl. Cell line: SK-OV-3. Synergy scores: CSS=31.5, Synergy_ZIP=-7.18, Synergy_Bliss=-5.59, Synergy_Loewe=-9.83, Synergy_HSA=-1.83. (8) Drug 1: C1=NC2=C(N1)C(=S)N=C(N2)N. Drug 2: C#CCC(CC1=CN=C2C(=N1)C(=NC(=N2)N)N)C3=CC=C(C=C3)C(=O)NC(CCC(=O)O)C(=O)O. Cell line: OVCAR-4. Synergy scores: CSS=22.7, Synergy_ZIP=-3.91, Synergy_Bliss=-1.92, Synergy_Loewe=-2.50, Synergy_HSA=-2.33.